Dataset: Forward reaction prediction with 1.9M reactions from USPTO patents (1976-2016). Task: Predict the product of the given reaction. (1) Given the reactants [N:1]([C:4]1[CH:14]=[CH:13][C:7]([C:8]([NH:10][CH2:11][CH3:12])=[O:9])=[CH:6][C:5]=1[OH:15])=[N+:2]=[N-:3].[CH2:16](Br)[C:17]1[CH:22]=[CH:21][CH:20]=[CH:19][CH:18]=1.C(=O)([O-])[O-].[K+].[K+].O, predict the reaction product. The product is: [N:1]([C:4]1[CH:14]=[CH:13][C:7]([C:8]([NH:10][CH2:11][CH3:12])=[O:9])=[CH:6][C:5]=1[O:15][CH2:16][C:17]1[CH:22]=[CH:21][CH:20]=[CH:19][CH:18]=1)=[N+:2]=[N-:3]. (2) Given the reactants [CH3:1][O:2][C:3]1[N:8]=[CH:7][C:6]([NH2:9])=[CH:5][CH:4]=1.[CH3:10][C:11]([O:14][C:15](O[C:15]([O:14][C:11]([CH3:13])([CH3:12])[CH3:10])=[O:16])=[O:16])([CH3:13])[CH3:12], predict the reaction product. The product is: [CH3:1][O:2][C:3]1[N:8]=[CH:7][C:6]([NH:9][C:15](=[O:16])[O:14][C:11]([CH3:13])([CH3:12])[CH3:10])=[CH:5][CH:4]=1. (3) Given the reactants [Br:1][C:2]1[N:6]2[CH:7]=[C:8]([C:15]3[CH:19]=CO[CH:16]=3)[CH:9]=[C:10]([C:11]([F:14])([F:13])[F:12])[C:5]2=[N:4][C:3]=1[C:20]([N:22]1[CH2:26][CH2:25][CH:24]([C:27]2[CH:32]=[CH:31][CH:30]=[CH:29][C:28]=2[F:33])[CH2:23]1)=[O:21].[NH:34]1C=C(B2OC(C)(C)C(C)(C)O2)C=[N:35]1, predict the reaction product. The product is: [Br:1][C:2]1[N:6]2[CH:7]=[C:8]([C:15]3[CH:19]=[N:34][NH:35][CH:16]=3)[CH:9]=[C:10]([C:11]([F:14])([F:13])[F:12])[C:5]2=[N:4][C:3]=1[C:20]([N:22]1[CH2:26][CH2:25][CH:24]([C:27]2[CH:32]=[CH:31][CH:30]=[CH:29][C:28]=2[F:33])[CH2:23]1)=[O:21]. (4) Given the reactants Br[C:2]1[CH:7]=[CH:6][C:5]2[C:8]3[C:9]([NH:17][CH2:18][C:19]4[CH:24]=[CH:23][C:22]([O:25][CH3:26])=[CH:21][CH:20]=4)=[N:10][CH:11]=[C:12]([C:15]#[N:16])[C:13]=3[S:14][C:4]=2[CH:3]=1.[CH3:27][S:28]([C:31]1[CH:36]=[CH:35][C:34](B(O)O)=[CH:33][CH:32]=1)(=[O:30])=[O:29].C1C=CC(P(C2C=CC=CC=2)C2C=CC=CC=2)=CC=1.N(CC)CC, predict the reaction product. The product is: [CH3:26][O:25][C:22]1[CH:23]=[CH:24][C:19]([CH2:18][NH:17][C:9]2[C:8]3[C:5]4[CH:6]=[CH:7][C:2]([C:34]5[CH:35]=[CH:36][C:31]([S:28]([CH3:27])(=[O:30])=[O:29])=[CH:32][CH:33]=5)=[CH:3][C:4]=4[S:14][C:13]=3[C:12]([C:15]#[N:16])=[CH:11][N:10]=2)=[CH:20][CH:21]=1. (5) Given the reactants I[CH2:2][CH2:3][CH2:4][CH2:5][O:6][C:7]1[CH:12]=[CH:11][C:10]([NH:13][CH:14]=[C:15]2[C:23]3[C:18](=[CH:19][CH:20]=[CH:21][CH:22]=3)[NH:17][C:16]2=[O:24])=[CH:9][CH:8]=1.[NH:25]1[CH2:30][CH2:29][CH2:28][CH2:27][CH2:26]1, predict the reaction product. The product is: [N:25]1([CH2:2][CH2:3][CH2:4][CH2:5][O:6][C:7]2[CH:12]=[CH:11][C:10]([NH:13][CH:14]=[C:15]3[C:23]4[C:18](=[CH:19][CH:20]=[CH:21][CH:22]=4)[NH:17][C:16]3=[O:24])=[CH:9][CH:8]=2)[CH2:30][CH2:29][CH2:28][CH2:27][CH2:26]1. (6) Given the reactants [CH3:1][O:2][C:3]([C:5]1[CH:10]=[C:9]([CH3:11])[C:8](Br)=[CH:7][N:6]=1)=[O:4].[O:13]([C:15]1[CH:20]=[CH:19][C:18](B(O)O)=[CH:17][CH:16]=1)[CH3:14].C(=O)([O-])[O-].[K+].[K+], predict the reaction product. The product is: [CH3:14][O:13][C:15]1[CH:20]=[CH:19][C:18]([C:8]2[C:9]([CH3:11])=[CH:10][C:5]([C:3]([O:2][CH3:1])=[O:4])=[N:6][CH:7]=2)=[CH:17][CH:16]=1. (7) Given the reactants [CH2:1]([O:8][C:9](=[O:15])[CH:10]([OH:14])[CH:11]([CH3:13])[CH3:12])[C:2]1[CH:7]=[CH:6][CH:5]=[CH:4][CH:3]=1.N1C(C)=CC=CC=1C.[S:24](O[S:24]([C:27]([F:30])([F:29])[F:28])(=[O:26])=[O:25])([C:27]([F:30])([F:29])[F:28])(=[O:26])=[O:25].Cl, predict the reaction product. The product is: [CH2:1]([O:8][C:9](=[O:15])[CH:10]([O:14][S:24]([C:27]([F:30])([F:29])[F:28])(=[O:26])=[O:25])[CH:11]([CH3:13])[CH3:12])[C:2]1[CH:7]=[CH:6][CH:5]=[CH:4][CH:3]=1. (8) Given the reactants [OH:1][CH:2]1[CH2:5][NH:4][CH2:3]1.CCN(C(C)C)C(C)C.Cl[C:16]1[C:35]([I:36])=[CH:34][C:19]([C:20]([NH:22][C:23]2[CH:28]=[CH:27][C:26]([O:29][C:30]([Cl:33])([F:32])[F:31])=[CH:25][CH:24]=2)=[O:21])=[CH:18][N:17]=1.CCOC(C)=O, predict the reaction product. The product is: [Cl:33][C:30]([F:31])([F:32])[O:29][C:26]1[CH:27]=[CH:28][C:23]([NH:22][C:20](=[O:21])[C:19]2[CH:34]=[C:35]([I:36])[C:16]([N:4]3[CH2:5][CH:2]([OH:1])[CH2:3]3)=[N:17][CH:18]=2)=[CH:24][CH:25]=1.